Dataset: Peptide-MHC class II binding affinity with 134,281 pairs from IEDB. Task: Regression. Given a peptide amino acid sequence and an MHC pseudo amino acid sequence, predict their binding affinity value. This is MHC class II binding data. The peptide sequence is AAATAGTTVYDAFAA. The MHC is HLA-DQA10102-DQB10602 with pseudo-sequence HLA-DQA10102-DQB10602. The binding affinity (normalized) is 0.701.